Task: Binary Classification. Given a miRNA mature sequence and a target amino acid sequence, predict their likelihood of interaction.. Dataset: Experimentally validated miRNA-target interactions with 360,000+ pairs, plus equal number of negative samples (1) The miRNA is hsa-miR-6819-5p with sequence UUGGGGUGGAGGGCCAAGGAGC. The protein sequence of the target gene is MSSEESYRAILRYLTNEREPYAPGTEGNVKRKIRKAAACYVVRGGTLYYQRRQRHRKTFAELEVVLQPERRRDLIEAAHLGPGGTHHTRHQTWHYLSKTYWWRGILKQVKDYIKQCSKCQEKLDRSRPISDVSEMLEELGLDLESGEESNESEDDLSNFTSSPTTASKPAKKKPVSKHELVFVDTKGVVKRSSPKHCQAVLKQLNEQRLSNQFCDVTLLIEGEEYKAHKSVLSANSEYFRDLFIEKGAVSSHEAVVDLSGFCKASFLPLLEFAYTSVLSFDFCSMADVAILARHLFMSEV.... Result: 0 (no interaction). (2) The miRNA is mmu-miR-1843b-5p with sequence AUGGAGGUCUCUGUCUGACUU. The protein sequence of the target gene is MATVDLEKLRMSGAGKAIGVLTSGGDAQGMNAAVRAVTRMGIYVGAKVFLIYEGYEGLVEGGENIKPANWLSVSNIIQLGGTIIGSARCKAFTTREGRLAAAYNLLQHGITNLCVIGGDGSLTGANIFRNEWGSLLEELVKEGKISESTAQNYAHLTIAGLVGSIDNDFCGTDMTIGTDSALHRIMEVIDAITTTAQSHQRTFVLEVMGRHCGYLALVSALASGADWLFIPEAPPEDGWENFMCERLGETRSRGSRLNIIIIAEGAIDRHGKPISSSYVKDLVVQRLGFDTRVTVLGHVQ.... Result: 0 (no interaction). (3) The miRNA is mmu-miR-697 with sequence AACAUCCUGGUCCUGUGGAGA. The protein sequence of the target gene is MASEELQKDLEEVKVLLEKATRKRVRDALTAEKSKIETEIKNKMQQKSQKKAELLDNEKPAAVVAPITTGYTVKISNYGWDQSDKFVKIYITLTGVHQVPTENVQVHFTERSFDLLVKNLNGKSYSMIVNNLLKPISVEGSSKKVKTDTVLILCRKKVENTRWDYLTQVEKECKEKEKPSYDTETDPSEGLMNVLKKIYEDGDDDMKRTINKAWVESREKQAKGDTEF. Result: 0 (no interaction). (4) The miRNA is hsa-miR-6842-5p with sequence UGGGGGUGGUCUCUAGCCAAGG. The protein sequence of the target gene is MRTPGPLPVLLLLLAGAPAARPTPPTCYSRMRALSQEITRDFNLLQVSEPSEPCVRYLPRLYLDIHNYCVLDKLRDFVASPPCWKVAQVDSLKDKARKLYTIMNSFCRRDLVFLLDDCNALEYPIPVTTVLPDRQR. Result: 0 (no interaction). (5) The miRNA is hsa-miR-4325 with sequence UUGCACUUGUCUCAGUGA. The protein sequence of the target gene is MNSGAMRIHSKGHFQGGIQVKNEKNRPSLKSLKTDNRPEKSKCKPLWGKVFYLDLPSVTISEKLQKDIKDLGGRVEEFLSKDISYLISNKKEAKFAQTLGRISPVPSPESAYTAETTSPHPSHDGSSFKSPDTVCLSRGKLLVEKAIKDHDFIPSNSILSNALSWGVKILHIDDIRYYIEQKKKELYLLKKSSTSVRDGGKRVGSGAQKTRTGRLKKPFVKVEDMSQLYRPFYLQLTNMPFINYSIQKPCSPFDVDKPSSMQKQTQVKLRIQTDGDKYGGTSIQLQLKEKKKKGYCECCL.... Result: 1 (interaction). (6) The miRNA is hsa-miR-1284 with sequence UCUAUACAGACCCUGGCUUUUC. The protein sequence of the target gene is MATCWQALWAYRSYLIVFFVPILLLPLPILVPSKEAYCAYAIILMALFWCTEALPLAVTALFPLILFPMMGIVDASEVAVEYLKDSNLLFFGGLLVAIAVEHWNLHKRIALRVLLIVGVRPAPLILGFMLVTAFLSMWISNTATSAMMVPIAHAVLDQLHSSQASSNVEEGSNNPTFELQEPSPQKEVTKLDNGQALPVTSASSEGRAHLSQKHLHLTQCMSLCVCYSASIGGIATLTGTAPNLVLQGQINSLFPQNGNVVNFASWFSFAFPTMVILLLLAWLWLQILFLGFNFRKNFGI.... Result: 0 (no interaction). (7) The miRNA is mmu-miR-598-3p with sequence UACGUCAUCGUCGUCAUCGUUA. The protein sequence of the target gene is MRGGHKGGRCACPRVIRKVLAKCGCCFARGGRESYSIAGSEGSISASAASGLAAPSGPSSGLSSGPCSPGPPGPVSGLRRWLDHSKHCLSVETEADSGQAGPYENWMLEPALATGEELPELTLLTTLLEGPGDKTQPPEEETLSQAPESEEEQKKKALERSMYVLSELVETEKMYVDDLGQIVEGYMATMAAQGVPESLRGRDRIVFGNIQQIYEWHRDYFLQELQRCLKDPDWLAQLFIKHERRLHMYVVYCQNKPKSEHVVSEFGDSYFEELRQQLGHRLQLNDLLIKPVQRIMKYQL.... Result: 0 (no interaction).